Predict the reactants needed to synthesize the given product. From a dataset of Full USPTO retrosynthesis dataset with 1.9M reactions from patents (1976-2016). Given the product [Br:6][C:7]1[CH:8]=[C:9]([CH:10]=[C:11]([Cl:13])[CH:12]=1)[CH2:14][N:1]1[CH:5]=[CH:4][N:3]=[CH:2]1, predict the reactants needed to synthesize it. The reactants are: [NH:1]1[CH:5]=[CH:4][N:3]=[CH:2]1.[Br:6][C:7]1[CH:12]=[C:11]([Cl:13])[CH:10]=[C:9]([CH2:14]Br)[CH:8]=1.